This data is from Reaction yield outcomes from USPTO patents with 853,638 reactions. The task is: Predict the reaction yield, written as a fraction of the theoretical maximum amount of product (1.0 means a 100% yield; for example, 0.34 means a 34% yield). (1) The reactants are [CH3:1][C:2]1[CH:7]=[C:6]([C:8]([O:10]C)=[O:9])[CH:5]=[CH:4][C:3]=1[C:12]1[C:13]([C:18]([O:20]CC)=[O:19])=[CH:14][CH:15]=[CH:16][CH:17]=1.[OH-].[Na+]. The catalyst is C(O)C. The product is [CH3:1][C:2]1[CH:7]=[C:6]([C:8]([OH:10])=[O:9])[CH:5]=[CH:4][C:3]=1[C:12]1[C:13]([C:18]([OH:20])=[O:19])=[CH:14][CH:15]=[CH:16][CH:17]=1. The yield is 0.950. (2) The reactants are [Cl:1][C:2]1[CH:7]=[C:6]([Cl:8])[CH:5]=[CH:4][C:3]=1[C@H:9]([N:11]1[C:15]2[CH:16]=[C:17]([C:20]3[CH2:21][CH2:22][NH:23][CH2:24][CH:25]=3)[CH:18]=[CH:19][C:14]=2[N:13]=[CH:12]1)[CH3:10].[C:26]1(=O)[CH2:31][CH2:30][CH2:29][CH2:28][CH2:27]1.C(O[BH-](OC(=O)C)OC(=O)C)(=O)C.[Na+]. The catalyst is ClCCl.C(O)(=O)C. The product is [CH:26]1([N:23]2[CH2:22][CH:21]=[C:20]([C:17]3[CH:18]=[CH:19][C:14]4[N:13]=[CH:12][N:11]([C@@H:9]([C:3]5[CH:4]=[CH:5][C:6]([Cl:8])=[CH:7][C:2]=5[Cl:1])[CH3:10])[C:15]=4[CH:16]=3)[CH2:25][CH2:24]2)[CH2:31][CH2:30][CH2:29][CH2:28][CH2:27]1. The yield is 0.250.